This data is from Forward reaction prediction with 1.9M reactions from USPTO patents (1976-2016). The task is: Predict the product of the given reaction. Given the reactants [CH3:1][O:2][C:3]([C:5]1[C:6]([OH:24])=[C:7]2[C:12](=[CH:13][N:14]=1)[N:11]([CH2:15][C:16]1[CH:21]=[CH:20][CH:19]=[CH:18][CH:17]=1)[C:10](=[O:22])[C:9](Br)=[CH:8]2)=[O:4].[C:25]1([Sn](CCCC)(CCCC)CCCC)[CH:30]=[CH:29][CH:28]=[CH:27][CH:26]=1.CCOC(C)=O.Cl, predict the reaction product. The product is: [CH3:1][O:2][C:3]([C:5]1[C:6]([OH:24])=[C:7]2[C:12](=[CH:13][N:14]=1)[N:11]([CH2:15][C:16]1[CH:21]=[CH:20][CH:19]=[CH:18][CH:17]=1)[C:10](=[O:22])[C:9]([C:25]1[CH:30]=[CH:29][CH:28]=[CH:27][CH:26]=1)=[CH:8]2)=[O:4].